Dataset: Forward reaction prediction with 1.9M reactions from USPTO patents (1976-2016). Task: Predict the product of the given reaction. Given the reactants [C:1]([NH:4][CH2:5][CH2:6][CH:7]1[C:15]2[C:10](=[CH:11][CH:12]=[C:13]([NH:17][C:18](=[O:23])[C:19]([F:22])([F:21])[F:20])[C:14]=2O)[CH2:9][CH2:8]1)(=[O:3])[CH3:2].C1(C)C=CC(S([O-])(=O)=O)=CC=1.[NH+]1C=CC=CC=1, predict the reaction product. The product is: [F:21][C:19]([F:22])([F:20])[C:18]1[O:23][C:14]2[C:15]3[CH:7]([CH2:6][CH2:5][NH:4][C:1](=[O:3])[CH3:2])[CH2:8][CH2:9][C:10]=3[CH:11]=[CH:12][C:13]=2[N:17]=1.